This data is from Forward reaction prediction with 1.9M reactions from USPTO patents (1976-2016). The task is: Predict the product of the given reaction. (1) Given the reactants C(OC(N1CCC(C([O:20][C:21]2[CH:43]=[CH:42][C:24]3[C:25]4[N:29]([CH2:30][CH2:31][O:32][C:23]=3[CH:22]=2)[CH:28]=[C:27]([C:33]2[N:34]([CH:39]([CH3:41])[CH3:40])[N:35]=[C:36]([CH3:38])[N:37]=2)[N:26]=4)CC)CC1)=O)C1C=CC=CC=1.[H-].[Na+].[CH2:46]([O:48][C:49](=[O:61])[C:50](Br)([CH2:56][CH:57]([CH3:59])[CH3:58])[C:51]([O:53][CH2:54][CH3:55])=[O:52])[CH3:47], predict the reaction product. The product is: [CH2:46]([O:48][C:49](=[O:61])[C:50]([CH2:56][CH:57]([CH3:59])[CH3:58])([O:20][C:21]1[CH:43]=[CH:42][C:24]2[C:25]3[N:29]([CH2:30][CH2:31][O:32][C:23]=2[CH:22]=1)[CH:28]=[C:27]([C:33]1[N:34]([CH:39]([CH3:41])[CH3:40])[N:35]=[C:36]([CH3:38])[N:37]=1)[N:26]=3)[C:51]([O:53][CH2:54][CH3:55])=[O:52])[CH3:47]. (2) Given the reactants Br[C:2]1[CH:3]=[CH:4][C:5]([Cl:19])=[C:6]([CH2:8][C:9]2[CH:14]=[CH:13][C:12]([O:15][CH2:16][CH3:17])=[C:11]([F:18])[CH:10]=2)[CH:7]=1.[Li][CH2:21]CCC.CCCCCC.C[Si](C)(C)[O:33][C@@H:34]1[C@@H:39]([O:40][Si](C)(C)C)[C@H:38]([O:45][Si](C)(C)C)[C@@H:37]([CH2:50][O:51][Si](C)(C)C)[O:36][C:35]1=[O:56].CS(O)(=O)=O, predict the reaction product. The product is: [Cl:19][C:5]1[CH:4]=[CH:3][C:2]([C@@:35]2([O:56][CH3:21])[C@H:34]([OH:33])[C@@H:39]([OH:40])[C@H:38]([OH:45])[C@@H:37]([CH2:50][OH:51])[O:36]2)=[CH:7][C:6]=1[CH2:8][C:9]1[CH:14]=[CH:13][C:12]([O:15][CH2:16][CH3:17])=[C:11]([F:18])[CH:10]=1.